Dataset: Peptide-MHC class I binding affinity with 185,985 pairs from IEDB/IMGT. Task: Regression. Given a peptide amino acid sequence and an MHC pseudo amino acid sequence, predict their binding affinity value. This is MHC class I binding data. (1) The peptide sequence is YEPEMQAQV. The MHC is HLA-A02:03 with pseudo-sequence HLA-A02:03. The binding affinity (normalized) is 0.0847. (2) The binding affinity (normalized) is 0. The peptide sequence is LSYRNKPSI. The MHC is HLA-B08:01 with pseudo-sequence HLA-B08:01.